The task is: Predict the product of the given reaction.. This data is from Forward reaction prediction with 1.9M reactions from USPTO patents (1976-2016). (1) Given the reactants [CH3:1][C:2]1[CH:7]=[CH:6][CH:5]=[CH:4][C:3]=1[C:8]1[C:16]2[O:15][CH:14]([CH2:17]OS(C3C=CC(C)=CC=3)(=O)=O)[CH2:13][C:12]=2[CH:11]=[C:10]([C:29]2[CH:34]=[CH:33][CH:32]=[CH:31][CH:30]=2)[CH:9]=1.[CH3:35][NH2:36], predict the reaction product. The product is: [CH3:1][C:2]1[CH:7]=[CH:6][CH:5]=[CH:4][C:3]=1[C:8]1[C:16]2[O:15][CH:14]([CH2:17][NH:36][CH3:35])[CH2:13][C:12]=2[CH:11]=[C:10]([C:29]2[CH:34]=[CH:33][CH:32]=[CH:31][CH:30]=2)[CH:9]=1. (2) Given the reactants [Cl:1][C:2]1[CH:3]=[C:4]([CH:6]=[CH:7][C:8]=1[C:9]1[CH2:18][CH2:17][C:12]2([O:16][CH2:15][CH2:14][O:13]2)[CH2:11][CH:10]=1)[NH2:5].[C:19]([O:22][CH2:23][CH3:24])(=[O:21])C, predict the reaction product. The product is: [Cl:1][C:2]1[CH:3]=[C:4]([NH:5][C:19](=[O:21])[O:22][CH2:23][C:24]2[CH:4]=[CH:3][CH:2]=[CH:8][CH:7]=2)[CH:6]=[CH:7][C:8]=1[CH:9]1[CH2:18][CH2:17][C:12]2([O:13][CH2:14][CH2:15][O:16]2)[CH2:11][CH2:10]1. (3) Given the reactants CC(CCC[C@H]([C@@H]1[C@]2(C)[C@H]([C@H]3[C@H](CC2)[C@]2(C)C(C[C@H](CC2)O)=CC3)CC1)C)C.CCCCCCCCCCCCCCCC(OCC(OC(CCCCCCC/C=C/C/C=C/CCCCC)=O)COP(OCC(O)CO)(O)=O)=O.[CH3:80][C:81]1[C@@H:98]([O:99][C:100]([C@H:102]([OH:118])[C@@H:103]([NH:110][C:111]([O:113][C:114]([CH3:117])([CH3:116])[CH3:115])=[O:112])[C:104]2[CH:109]=[CH:108][CH:107]=[CH:106][CH:105]=2)=[O:101])[CH2:97][C@@:93]2([OH:119])[C:94]([CH3:96])([CH3:95])[C:82]=1[C@@H:83]([OH:137])[C:84]([C@@:86]1([CH3:136])[C@H:91]([C@@H:92]2[O:120][C:121]([C:123]2[CH:128]=[CH:127][CH:126]=[CH:125][CH:124]=2)=[O:122])[C@:90]2([O:131][C:132]([CH3:134])=[O:133])[CH2:129][O:130][C@@H:89]2[CH2:88][C@@H:87]1[OH:135])=[O:85].O.O.O, predict the reaction product. The product is: [CH3:80][C:81]1[C@@H:98]([O:99][C:100]([C@H:102]([OH:118])[C@@H:103]([NH:110][C:111]([O:113][C:114]([CH3:115])([CH3:116])[CH3:117])=[O:112])[C:104]2[CH:109]=[CH:108][CH:107]=[CH:106][CH:105]=2)=[O:101])[CH2:97][C@:93]2([OH:119])[C:94]([CH3:95])([CH3:96])[C:82]=1[C@@H:83]([OH:137])[C:84]([C@@:86]1([CH3:136])[C@H:91]([C@@H:92]2[O:120][C:121]([C:123]2[CH:124]=[CH:125][CH:126]=[CH:127][CH:128]=2)=[O:122])[C@:90]2([O:131][C:132]([CH3:134])=[O:133])[CH2:129][O:130][C@@H:89]2[CH2:88][C@@H:87]1[OH:135])=[O:85]. (4) Given the reactants [ClH:1].[O:2]1[CH:6]=[N:5][C:4]([C:7]2[CH:12]=[CH:11][C:10]([C@H:13]3[CH2:18][N:17](C(OC(C)(C)C)=O)[CH2:16][CH2:15][N:14]3C(OC(C)(C)C)=O)=[CH:9][CH:8]=2)=[N:3]1, predict the reaction product. The product is: [ClH:1].[ClH:1].[O:2]1[CH:6]=[N:5][C:4]([C:7]2[CH:12]=[CH:11][C:10]([C@H:13]3[CH2:18][NH:17][CH2:16][CH2:15][NH:14]3)=[CH:9][CH:8]=2)=[N:3]1.